From a dataset of Catalyst prediction with 721,799 reactions and 888 catalyst types from USPTO. Predict which catalyst facilitates the given reaction. (1) Reactant: [CH3:1][O:2][C:3]1[CH:8]=[CH:7][C:6]([O:9][CH3:10])=[CH:5][C:4]=1[CH:11]1[CH2:15][CH2:14][CH2:13][CH:12]1[CH2:16][OH:17].CNC1C=CC=C(NC)N=1.C(N(CC)CC)C.[CH3:35][S:36](Cl)(=[O:38])=[O:37]. Product: [CH3:1][O:2][C:3]1[CH:8]=[CH:7][C:6]([O:9][CH3:10])=[CH:5][C:4]=1[CH:11]1[CH2:15][CH2:14][CH2:13][CH:12]1[CH2:16][O:17][S:36]([CH3:35])(=[O:38])=[O:37]. The catalyst class is: 4. (2) Reactant: [C:1]([O:5][C:6]([N:8]1[CH2:13][CH:12]=[C:11]([CH2:14][N:15]=[N+]=[N-])[CH2:10][CH2:9]1)=[O:7])([CH3:4])([CH3:3])[CH3:2].C1(P(C2C=CC=CC=2)C2C=CC=CC=2)C=CC=CC=1.O. The catalyst class is: 49. Product: [C:1]([O:5][C:6]([N:8]1[CH2:9][CH:10]=[C:11]([CH2:14][NH2:15])[CH2:12][CH2:13]1)=[O:7])([CH3:4])([CH3:3])[CH3:2].